From a dataset of Forward reaction prediction with 1.9M reactions from USPTO patents (1976-2016). Predict the product of the given reaction. (1) Given the reactants [N+:1]([C:4]1[C:5]([NH:12][C:13]2[CH:18]=[CH:17][CH:16]=[CH:15][CH:14]=2)=[C:6]([CH:9]=[CH:10][CH:11]=1)[C:7]#[N:8])([O-])=O.[O-]S(S([O-])=O)=O.[Na+].[Na+], predict the reaction product. The product is: [NH2:1][C:4]1[C:5]([NH:12][C:13]2[CH:18]=[CH:17][CH:16]=[CH:15][CH:14]=2)=[C:6]([CH:9]=[CH:10][CH:11]=1)[C:7]#[N:8]. (2) Given the reactants [C:1]([N:9]=[C:10]=[O:11])(=[O:8])[C:2]1[CH:7]=[CH:6][CH:5]=[CH:4][CH:3]=1.[CH3:12][O:13][C:14]1[CH:19]=[CH:18][CH:17]=[CH:16][C:15]=1[CH2:20][CH2:21][C:22]1[CH:27]=[CH:26][N:25]=[C:24]([NH2:28])[CH:23]=1, predict the reaction product. The product is: [C:1]([NH:9][C:10]([NH:28][C:24]1[CH:23]=[C:22]([CH2:21][CH2:20][C:15]2[CH:16]=[CH:17][CH:18]=[CH:19][C:14]=2[O:13][CH3:12])[CH:27]=[CH:26][N:25]=1)=[O:11])(=[O:8])[C:2]1[CH:7]=[CH:6][CH:5]=[CH:4][CH:3]=1. (3) The product is: [Cl:16][C:14]1[CH:13]=[CH:12][C:5]([O:6][C@@H:7]([CH3:11])[C:8]([OH:10])=[O:9])=[C:4]([C:24]2[CH:29]=[CH:28][C:27]([S:30]([N:33]3[CH2:34][CH2:35][O:36][CH2:37][CH2:38]3)(=[O:31])=[O:32])=[CH:26][CH:25]=2)[CH:15]=1. Given the reactants B([C:4]1[CH:15]=[C:14]([Cl:16])[CH:13]=[CH:12][C:5]=1[O:6][C@@H:7]([CH3:11])[C:8]([OH:10])=[O:9])(O)O.C(=O)([O-])[O-].[Na+].[Na+].Br[C:24]1[CH:29]=[CH:28][C:27]([S:30]([N:33]2[CH2:38][CH2:37][O:36][CH2:35][CH2:34]2)(=[O:32])=[O:31])=[CH:26][CH:25]=1, predict the reaction product. (4) The product is: [O:20]1[CH:5]=[CH:4][CH:3]=[C:2]1[C:1]([CH2:9][CH2:10][CH2:11][CH2:12][CH2:13][CH2:14][C:15]([O:17][CH2:18][CH3:19])=[O:16])=[O:8]. Given the reactants [C:1]([CH2:9][CH2:10][CH2:11][CH2:12][CH2:13][CH2:14][C:15]([O:17][CH2:18][CH3:19])=[O:16])(=[O:8])[C:2]1C=C[CH:5]=[CH:4][CH:3]=1.[O:20]1C=CC=C1C(Cl)=O, predict the reaction product. (5) Given the reactants [CH2:1]([O:5][CH:6]([C:8]1[C:16]2[C:15]([NH:17][CH:18]3[CH2:20][CH2:19]3)=[N:14][C:13]([NH:21][C:22]3[CH:30]=[C:29]4[C:25]([CH:26]=[N:27][NH:28]4)=[CH:24][CH:23]=3)=[N:12][C:11]=2[N:10](S(C2C=CC(C)=CC=2)(=O)=O)[CH:9]=1)[CH3:7])[CH2:2][CH2:3][CH3:4].[OH-].[K+], predict the reaction product. The product is: [CH2:1]([O:5][CH:6]([C:8]1[C:16]2[C:15]([NH:17][CH:18]3[CH2:19][CH2:20]3)=[N:14][C:13]([NH:21][C:22]3[CH:30]=[C:29]4[C:25]([CH:26]=[N:27][NH:28]4)=[CH:24][CH:23]=3)=[N:12][C:11]=2[NH:10][CH:9]=1)[CH3:7])[CH2:2][CH2:3][CH3:4]. (6) Given the reactants [C:1](#[N:5])[CH2:2][C:3]#[N:4].[H-].[Na+].[Cl:8][C:9]1[CH:24]=[CH:23][C:12]([O:13][C:14]2[CH:22]=[CH:21][C:17]([C:18](Cl)=[O:19])=[CH:16][CH:15]=2)=[CH:11][C:10]=1[CH3:25].S(OC)(O[CH3:30])(=O)=O, predict the reaction product. The product is: [Cl:8][C:9]1[CH:24]=[CH:23][C:12]([O:13][C:14]2[CH:22]=[CH:21][C:17]([C:18]([O:19][CH3:30])=[C:2]([C:1]#[N:5])[C:3]#[N:4])=[CH:16][CH:15]=2)=[CH:11][C:10]=1[CH3:25]. (7) Given the reactants Br[C:2]1[CH:7]=[CH:6][C:5]([C:8]([CH3:19])([O:10][CH2:11][O:12][CH2:13][CH2:14][Si:15]([CH3:18])([CH3:17])[CH3:16])[CH3:9])=[CH:4][N:3]=1.C([Li])(C)(C)C.[CH2:25]([C:32]1[N:37]=[N:36][C:35]([N:38]2[CH2:43][CH2:42][C:41](=[O:44])[CH2:40][CH2:39]2)=[C:34]([CH3:45])[C:33]=1[CH3:46])[C:26]1[CH:31]=[CH:30][CH:29]=[CH:28][CH:27]=1, predict the reaction product. The product is: [CH2:25]([C:32]1[N:37]=[N:36][C:35]([N:38]2[CH2:39][CH2:40][C:41]([OH:44])([C:2]3[CH:7]=[CH:6][C:5]([C:8]([CH3:19])([O:10][CH2:11][O:12][CH2:13][CH2:14][Si:15]([CH3:18])([CH3:17])[CH3:16])[CH3:9])=[CH:4][N:3]=3)[CH2:42][CH2:43]2)=[C:34]([CH3:45])[C:33]=1[CH3:46])[C:26]1[CH:31]=[CH:30][CH:29]=[CH:28][CH:27]=1. (8) The product is: [CH:1]([C:3]1[CH:8]=[CH:7][C:6]([S:9]([N:12]([CH2:18][O:19][CH3:20])[C:13]2[S:14][CH:15]=[CH:16][N:17]=2)(=[O:11])=[O:10])=[CH:5][CH:4]=1)=[O:33]. Given the reactants [C:1]([C:3]1[CH:8]=[CH:7][C:6]([S:9]([N:12]([CH2:18][O:19][CH3:20])[C:13]2[S:14][CH:15]=[CH:16][N:17]=2)(=[O:11])=[O:10])=[CH:5][CH:4]=1)#N.CC(C[AlH]CC(C)C)C.C1C[O:33]CC1, predict the reaction product. (9) Given the reactants [Cl:1][C:2]1[CH:7]=[CH:6][C:5]([C:8]2([CH3:38])[C:12]([C:14]3[CH:19]=[CH:18][C:17]([Cl:20])=[CH:16][CH:15]=3)([CH3:13])[N:11]([C:21](Cl)=[O:22])[C:10]([C:24]3[CH:29]=[CH:28][C:27]([C:30]([O:33][CH3:34])([CH3:32])[CH3:31])=[CH:26][C:25]=3[O:35][CH2:36][CH3:37])=[N:9]2)=[CH:4][CH:3]=1.Cl.Cl.[O:41]=[S:42]1(=[O:54])[CH2:47][CH2:46][CH:45]([N:48]2[CH2:53][CH2:52][NH:51][CH2:50][CH2:49]2)[CH2:44][CH2:43]1, predict the reaction product. The product is: [Cl:1][C:2]1[CH:7]=[CH:6][C:5]([C@@:8]2([CH3:38])[C@:12]([C:14]3[CH:15]=[CH:16][C:17]([Cl:20])=[CH:18][CH:19]=3)([CH3:13])[N:11]([C:21]([N:51]3[CH2:52][CH2:53][N:48]([CH:45]4[CH2:44][CH2:43][S:42](=[O:41])(=[O:54])[CH2:47][CH2:46]4)[CH2:49][CH2:50]3)=[O:22])[C:10]([C:24]3[CH:29]=[CH:28][C:27]([C:30]([O:33][CH3:34])([CH3:31])[CH3:32])=[CH:26][C:25]=3[O:35][CH2:36][CH3:37])=[N:9]2)=[CH:4][CH:3]=1. (10) Given the reactants [Br:1]Br.Cl.O=[C:5]1[NH:14][C:13]2[N:12]=CC(/C=C/C(O)=O)=CC=2[CH2:7][CH2:6]1.[C:20]([OH:23])(=O)[CH3:21], predict the reaction product. The product is: [NH2:12][C:13]1[C:21]([CH2:20][OH:23])=[CH:7][C:6]([Br:1])=[CH:5][N:14]=1.